This data is from Peptide-MHC class I binding affinity with 185,985 pairs from IEDB/IMGT. The task is: Regression. Given a peptide amino acid sequence and an MHC pseudo amino acid sequence, predict their binding affinity value. This is MHC class I binding data. (1) The peptide sequence is EVPAQYLTY. The MHC is HLA-B46:01 with pseudo-sequence HLA-B46:01. The binding affinity (normalized) is 0.0847. (2) The peptide sequence is RGPYRAFVTI. The MHC is HLA-B14:02 with pseudo-sequence HLA-B14:02. The binding affinity (normalized) is 0. (3) The peptide sequence is YQHLHTAPK. The MHC is HLA-A01:01 with pseudo-sequence HLA-A01:01. The binding affinity (normalized) is 0.0847. (4) The peptide sequence is GLFIYIPGT. The MHC is HLA-A02:01 with pseudo-sequence HLA-A02:01. The binding affinity (normalized) is 0.726. (5) The peptide sequence is GMFTNRLGSQ. The MHC is HLA-A03:01 with pseudo-sequence HLA-A03:01. The binding affinity (normalized) is 0. (6) The peptide sequence is RQFPTAFDF. The MHC is Mamu-B3901 with pseudo-sequence Mamu-B3901. The binding affinity (normalized) is 0.525. (7) The peptide sequence is YQTYVSPGA. The MHC is HLA-B46:01 with pseudo-sequence HLA-B46:01. The binding affinity (normalized) is 0.0847.